Task: Regression. Given a peptide amino acid sequence and an MHC pseudo amino acid sequence, predict their binding affinity value. This is MHC class II binding data.. Dataset: Peptide-MHC class II binding affinity with 134,281 pairs from IEDB (1) The peptide sequence is QISGVDLGLPNWGKY. The MHC is DRB1_1201 with pseudo-sequence DRB1_1201. The binding affinity (normalized) is 0.0916. (2) The peptide sequence is GPKEPFRDYVDRFYKTLR. The MHC is DRB1_0901 with pseudo-sequence DRB1_0901. The binding affinity (normalized) is 0.260. (3) The peptide sequence is FIVFLLLAGRSCSYK. The MHC is DRB1_0901 with pseudo-sequence DRB1_0901. The binding affinity (normalized) is 0.161. (4) The peptide sequence is CTKEEFIAKVRSHAA. The binding affinity (normalized) is 0.655. The MHC is DRB1_0701 with pseudo-sequence DRB1_0701. (5) The peptide sequence is AFKVAATARNAAPAN. The MHC is DRB1_0701 with pseudo-sequence DRB1_0701. The binding affinity (normalized) is 0.371.